From a dataset of Forward reaction prediction with 1.9M reactions from USPTO patents (1976-2016). Predict the product of the given reaction. (1) Given the reactants Br[C:2]1[CH:7]=[CH:6][N:5]=[C:4]2[N:8]([S:19]([C:22]3[CH:27]=[CH:26][CH:25]=[CH:24][CH:23]=3)(=[O:21])=[O:20])[C:9]([C:11]3[CH:18]=[CH:17][C:14]([CH:15]=[O:16])=[CH:13][CH:12]=3)=[CH:10][C:3]=12.Br[C:29]1[C:30]([C:35]2[CH:40]=[CH:39][C:38]([NH:41][C:42]([N:44]3[CH2:48][CH2:47][CH2:46][CH2:45]3)=[O:43])=[CH:37][CH:36]=2)=[N:31][N:32]([CH3:34])[CH:33]=1, predict the reaction product. The product is: [CH:15]([C:14]1[CH:13]=[CH:12][C:11]([C:9]2[N:8]([S:19]([C:22]3[CH:27]=[CH:26][CH:25]=[CH:24][CH:23]=3)(=[O:21])=[O:20])[C:4]3=[N:5][CH:6]=[CH:7][C:2]([C:29]4[C:30]([C:35]5[CH:36]=[CH:37][C:38]([NH:41][C:42]([N:44]6[CH2:45][CH2:46][CH2:47][CH2:48]6)=[O:43])=[CH:39][CH:40]=5)=[N:31][N:32]([CH3:34])[CH:33]=4)=[C:3]3[CH:10]=2)=[CH:18][CH:17]=1)=[O:16]. (2) Given the reactants [OH:1][CH2:2][C:3]1[C:7]([C:8]([F:11])([F:10])[F:9])=[C:6]([C:12]([O:14][CH2:15][CH3:16])=[O:13])[N:5]([CH3:17])[N:4]=1, predict the reaction product. The product is: [CH:2]([C:3]1[C:7]([C:8]([F:11])([F:10])[F:9])=[C:6]([C:12]([O:14][CH2:15][CH3:16])=[O:13])[N:5]([CH3:17])[N:4]=1)=[O:1]. (3) Given the reactants [C:1]([O:5][C:6]([N:8]([CH3:42])[C:9]1[N:14]=[C:13](/[CH:15]=[CH:16]/[CH2:17][O:18][C:19]2[CH:41]=[CH:40][C:22]([CH2:23][C@@H:24]([C:36]([O:38][CH3:39])=[O:37])[NH:25][C:26](=[O:35])[C:27]3[C:32]([Cl:33])=[CH:31][CH:30]=[CH:29][C:28]=3[Cl:34])=[CH:21][CH:20]=2)[CH:12]=[CH:11][CH:10]=1)=[O:7])([CH3:4])([CH3:3])[CH3:2].[H][H], predict the reaction product. The product is: [C:1]([O:5][C:6]([N:8]([CH3:42])[C:9]1[N:14]=[C:13]([CH2:15][CH2:16][CH2:17][O:18][C:19]2[CH:20]=[CH:21][C:22]([CH2:23][C@@H:24]([C:36]([O:38][CH3:39])=[O:37])[NH:25][C:26](=[O:35])[C:27]3[C:28]([Cl:34])=[CH:29][CH:30]=[CH:31][C:32]=3[Cl:33])=[CH:40][CH:41]=2)[CH:12]=[CH:11][CH:10]=1)=[O:7])([CH3:4])([CH3:3])[CH3:2]. (4) Given the reactants [CH:1]1([C:4]2[CH:5]=[CH:6][C:7]([C:16]([OH:18])=O)=[N:8][C:9]=2[O:10][CH2:11][C:12]([F:15])([F:14])[F:13])[CH2:3][CH2:2]1.[CH3:19][C:20]([CH3:27])([C:22]1[S:23][CH:24]=[CH:25][N:26]=1)[NH2:21], predict the reaction product. The product is: [CH3:19][C:20]([NH:21][C:16]([C:7]1[CH:6]=[CH:5][C:4]([CH:1]2[CH2:2][CH2:3]2)=[C:9]([O:10][CH2:11][C:12]([F:13])([F:14])[F:15])[N:8]=1)=[O:18])([C:22]1[S:23][CH:24]=[CH:25][N:26]=1)[CH3:27]. (5) Given the reactants [NH:1]1[CH:5]=[C:4]([C:6]([O:8][CH2:9][CH3:10])=[O:7])[CH:3]=[N:2]1.[H-].[Na+].F[C:14]1[CH:19]=[CH:18][C:17]([S:20]([CH3:23])(=[O:22])=[O:21])=[CH:16][CH:15]=1.O, predict the reaction product. The product is: [CH2:9]([O:8][C:6]([C:4]1[CH:5]=[N:1][N:2]([C:14]2[CH:19]=[CH:18][C:17]([S:20]([CH3:23])(=[O:22])=[O:21])=[CH:16][CH:15]=2)[CH:3]=1)=[O:7])[CH3:10].